Dataset: NCI-60 drug combinations with 297,098 pairs across 59 cell lines. Task: Regression. Given two drug SMILES strings and cell line genomic features, predict the synergy score measuring deviation from expected non-interaction effect. (1) Drug 1: C1C(C(OC1N2C=C(C(=O)NC2=O)F)CO)O. Drug 2: CC1=C2C(C(=O)C3(C(CC4C(C3C(C(C2(C)C)(CC1OC(=O)C(C(C5=CC=CC=C5)NC(=O)C6=CC=CC=C6)O)O)OC(=O)C7=CC=CC=C7)(CO4)OC(=O)C)O)C)OC(=O)C. Cell line: MDA-MB-435. Synergy scores: CSS=13.8, Synergy_ZIP=1.02, Synergy_Bliss=2.63, Synergy_Loewe=-6.95, Synergy_HSA=1.62. (2) Synergy scores: CSS=9.12, Synergy_ZIP=1.67, Synergy_Bliss=4.85, Synergy_Loewe=-14.4, Synergy_HSA=-5.93. Drug 1: CC1=C(C=C(C=C1)C(=O)NC2=CC(=CC(=C2)C(F)(F)F)N3C=C(N=C3)C)NC4=NC=CC(=N4)C5=CN=CC=C5. Cell line: MALME-3M. Drug 2: C1=CC=C(C=C1)NC(=O)CCCCCCC(=O)NO. (3) Synergy scores: CSS=26.9, Synergy_ZIP=2.84, Synergy_Bliss=5.75, Synergy_Loewe=-20.3, Synergy_HSA=5.37. Drug 1: CCC1=C2CN3C(=CC4=C(C3=O)COC(=O)C4(CC)O)C2=NC5=C1C=C(C=C5)O. Cell line: UACC62. Drug 2: C1C(C(OC1N2C=NC(=NC2=O)N)CO)O. (4) Drug 1: COC1=NC(=NC2=C1N=CN2C3C(C(C(O3)CO)O)O)N. Drug 2: CN(CCCl)CCCl.Cl. Cell line: OVCAR-4. Synergy scores: CSS=3.96, Synergy_ZIP=-0.948, Synergy_Bliss=-0.194, Synergy_Loewe=-5.08, Synergy_HSA=-3.03. (5) Drug 1: CCC1=CC2CC(C3=C(CN(C2)C1)C4=CC=CC=C4N3)(C5=C(C=C6C(=C5)C78CCN9C7C(C=CC9)(C(C(C8N6C)(C(=O)OC)O)OC(=O)C)CC)OC)C(=O)OC.C(C(C(=O)O)O)(C(=O)O)O. Drug 2: C1C(C(OC1N2C=NC3=C2NC=NCC3O)CO)O. Cell line: A498. Synergy scores: CSS=8.01, Synergy_ZIP=-5.45, Synergy_Bliss=-0.823, Synergy_Loewe=-16.3, Synergy_HSA=-1.36. (6) Drug 1: CNC(=O)C1=CC=CC=C1SC2=CC3=C(C=C2)C(=NN3)C=CC4=CC=CC=N4. Drug 2: C1=C(C(=O)NC(=O)N1)N(CCCl)CCCl. Cell line: PC-3. Synergy scores: CSS=12.9, Synergy_ZIP=-1.75, Synergy_Bliss=0.861, Synergy_Loewe=-2.21, Synergy_HSA=-1.24. (7) Drug 1: CCC1(CC2CC(C3=C(CCN(C2)C1)C4=CC=CC=C4N3)(C5=C(C=C6C(=C5)C78CCN9C7C(C=CC9)(C(C(C8N6C=O)(C(=O)OC)O)OC(=O)C)CC)OC)C(=O)OC)O.OS(=O)(=O)O. Drug 2: CCCCCOC(=O)NC1=NC(=O)N(C=C1F)C2C(C(C(O2)C)O)O. Cell line: NCIH23. Synergy scores: CSS=23.7, Synergy_ZIP=1.08, Synergy_Bliss=0.841, Synergy_Loewe=-23.7, Synergy_HSA=1.90. (8) Drug 1: C1=NC2=C(N1)C(=S)N=C(N2)N. Drug 2: CC(C)(C#N)C1=CC(=CC(=C1)CN2C=NC=N2)C(C)(C)C#N. Cell line: OVCAR-5. Synergy scores: CSS=44.4, Synergy_ZIP=1.42, Synergy_Bliss=-0.0628, Synergy_Loewe=-2.82, Synergy_HSA=-0.640. (9) Drug 1: CCCS(=O)(=O)NC1=C(C(=C(C=C1)F)C(=O)C2=CNC3=C2C=C(C=N3)C4=CC=C(C=C4)Cl)F. Drug 2: CN1CCC(CC1)COC2=C(C=C3C(=C2)N=CN=C3NC4=C(C=C(C=C4)Br)F)OC. Cell line: HCT-15. Synergy scores: CSS=10.5, Synergy_ZIP=-2.48, Synergy_Bliss=1.10, Synergy_Loewe=-9.54, Synergy_HSA=-1.12.